Dataset: Catalyst prediction with 721,799 reactions and 888 catalyst types from USPTO. Task: Predict which catalyst facilitates the given reaction. (1) The catalyst class is: 10. Reactant: [CH:1]1[C:10]2[C:5](=[CH:6][CH:7]=[CH:8][CH:9]=2)[CH:4]=[C:3]([NH:11][C:12](=[O:40])[O:13][CH2:14][C@@H:15]([N:26]([CH3:39])[C:27]([NH:29][CH2:30][C:31]2[CH:36]=[CH:35][CH:34]=[C:33]([F:37])[C:32]=2[F:38])=[O:28])[CH2:16][CH2:17][CH2:18][O:19][P:20]([O:24]C)([O:22]C)=[O:21])[N:2]=1.[Si](I)(C)(C)C. Product: [CH:1]1[C:10]2[C:5](=[CH:6][CH:7]=[CH:8][CH:9]=2)[CH:4]=[C:3]([NH:11][C:12](=[O:40])[O:13][CH2:14][C@@H:15]([N:26]([CH3:39])[C:27]([NH:29][CH2:30][C:31]2[CH:36]=[CH:35][CH:34]=[C:33]([F:37])[C:32]=2[F:38])=[O:28])[CH2:16][CH2:17][CH2:18][O:19][P:20]([OH:24])([OH:22])=[O:21])[N:2]=1. (2) Reactant: [CH3:1][C:2]1[CH:7]=[CH:6][N:5]=[C:4]([NH:8][C:9](=[O:15])[O:10][C:11]([CH3:14])([CH3:13])[CH3:12])[CH:3]=1.C([Li])CCC.Br[CH2:22][C:23]([O:25][CH3:26])=[O:24]. Product: [C:11]([O:10][C:9]([NH:8][C:4]1[CH:3]=[C:2]([CH2:1][CH2:22][C:23]([O:25][CH3:26])=[O:24])[CH:7]=[CH:6][N:5]=1)=[O:15])([CH3:12])([CH3:14])[CH3:13]. The catalyst class is: 334. (3) Reactant: Cl.Cl.[F:3][C:4]1[CH:5]=[CH:6][C:7]2[N:11]=[C:10]([C@@H:12]([NH2:14])[CH3:13])[N:9]([C:15]3[CH:20]=[CH:19][CH:18]=[CH:17][N:16]=3)[C:8]=2[C:21]=1[CH3:22].Cl[C:24]1[N:32]=[CH:31][N:30]=[C:29]2[C:25]=1[N:26]=[CH:27][N:28]2C1CCCCO1.CCN(C(C)C)C(C)C. Product: [F:3][C:4]1[CH:5]=[CH:6][C:7]2[N:11]=[C:10]([C@@H:12]([NH:14][C:24]3[N:32]=[CH:31][N:30]=[C:29]4[C:25]=3[N:26]=[CH:27][NH:28]4)[CH3:13])[N:9]([C:15]3[CH:20]=[CH:19][CH:18]=[CH:17][N:16]=3)[C:8]=2[C:21]=1[CH3:22]. The catalyst class is: 41. (4) Reactant: C([O:8][N:9]1[C:15](=[O:16])[N:14]2[CH2:17][C@H:10]1[CH2:11][CH2:12][C@H:13]2[C:18]([NH:20][C@H:21]1[CH2:27][CH2:26][CH2:25][N:24]([C:28]([O:30][C:31]([CH3:34])([CH3:33])[CH3:32])=[O:29])[CH2:23][CH2:22]1)=[O:19])C1C=CC=CC=1. Product: [OH:8][N:9]1[C:15](=[O:16])[N:14]2[CH2:17][C@H:10]1[CH2:11][CH2:12][C@H:13]2[C:18]([NH:20][C@H:21]1[CH2:27][CH2:26][CH2:25][N:24]([C:28]([O:30][C:31]([CH3:34])([CH3:33])[CH3:32])=[O:29])[CH2:23][CH2:22]1)=[O:19]. The catalyst class is: 43. (5) Reactant: C([N:8]1[C:13](=[O:14])[C:12]([O:15][C:16]2[CH:21]=[CH:20][C:19]([F:22])=[CH:18][CH:17]=2)=[C:11]([C:23]2[CH:28]=[CH:27][C:26]([S:29]([CH3:32])(=[O:31])=[O:30])=[CH:25][CH:24]=2)[CH:10]=[N:9]1)C1C=CC=CC=1.[Al](Br)(Br)Br. Product: [F:22][C:19]1[CH:18]=[CH:17][C:16]([O:15][C:12]2[C:13](=[O:14])[NH:8][N:9]=[CH:10][C:11]=2[C:23]2[CH:24]=[CH:25][C:26]([S:29]([CH3:32])(=[O:31])=[O:30])=[CH:27][CH:28]=2)=[CH:21][CH:20]=1. The catalyst class is: 11. (6) Product: [C:1]([O:5][C:6]([N:8]1[C:17]2[C:12](=[CH:13][C:14]([C:18]3[CH:19]=[N:20][CH:21]=[C:22]([CH2:24][CH2:25][CH2:26][S:27]([CH3:30])(=[O:28])=[O:29])[CH:23]=3)=[CH:15][N:16]=2)[CH2:11][CH2:10][CH2:9]1)=[O:7])([CH3:4])([CH3:3])[CH3:2]. Reactant: [C:1]([O:5][C:6]([N:8]1[C:17]2[C:12](=[CH:13][C:14]([C:18]3[CH:19]=[N:20][CH:21]=[C:22]([CH:24]=[CH:25][CH2:26][S:27]([CH3:30])(=[O:29])=[O:28])[CH:23]=3)=[CH:15][N:16]=2)[CH2:11][CH2:10][CH2:9]1)=[O:7])([CH3:4])([CH3:3])[CH3:2]. The catalyst class is: 19. (7) Reactant: C([Sn](CCCC)(CCCC)/[C:6](/[F:14])=[CH:7]/[C:8]1[CH:13]=[CH:12][CH:11]=[CH:10][CH:9]=1)CCC.Br[C:24]1[C:25]([NH2:42])=[N:26][CH:27]=[C:28]([C:30]2[CH:35]=[CH:34][C:33]([S:36]([CH:39]([CH3:41])[CH3:40])(=[O:38])=[O:37])=[CH:32][CH:31]=2)[N:29]=1. Product: [F:14]/[C:6](/[C:24]1[C:25]([NH2:42])=[N:26][CH:27]=[C:28]([C:30]2[CH:35]=[CH:34][C:33]([S:36]([CH:39]([CH3:40])[CH3:41])(=[O:37])=[O:38])=[CH:32][CH:31]=2)[N:29]=1)=[CH:7]\[C:8]1[CH:9]=[CH:10][CH:11]=[CH:12][CH:13]=1. The catalyst class is: 123. (8) Reactant: [CH3:1][C:2]1([C:8]([OH:10])=O)[CH2:7][CH2:6][CH2:5][CH2:4][CH2:3]1.O=S(Cl)[Cl:13]. Product: [CH3:1][C:2]1([C:8]([Cl:13])=[O:10])[CH2:7][CH2:6][CH2:5][CH2:4][CH2:3]1. The catalyst class is: 2. (9) Reactant: [CH3:1][O:2][C:3](=[O:22])[CH2:4][N:5]1[CH:9]=[C:8]([C:10]#[N:11])[C:7]([C:12]2[CH:17]=[C:16]([N+:18]([O-])=O)[CH:15]=[C:14]([Cl:21])[CH:13]=2)=[CH:6]1.[Sn](Cl)Cl.C(=O)([O-])O.[Na+]. Product: [CH3:1][O:2][C:3](=[O:22])[CH2:4][N:5]1[CH:9]=[C:8]([C:10]#[N:11])[C:7]([C:12]2[CH:13]=[C:14]([Cl:21])[CH:15]=[C:16]([NH2:18])[CH:17]=2)=[CH:6]1. The catalyst class is: 8.